From a dataset of Full USPTO retrosynthesis dataset with 1.9M reactions from patents (1976-2016). Predict the reactants needed to synthesize the given product. (1) Given the product [O:13]([CH:9]([CH2:10][CH:11]=[CH2:12])[CH2:8][CH:7]=[CH2:6])[Si:14]([C:17]([CH3:20])([CH3:19])[CH3:18])([CH3:16])[CH3:15], predict the reactants needed to synthesize it. The reactants are: N1C=CN=C1.[CH2:6]=[CH:7][CH2:8][CH:9]([OH:13])[CH2:10][CH:11]=[CH2:12].[Si:14](Cl)([C:17]([CH3:20])([CH3:19])[CH3:18])([CH3:16])[CH3:15]. (2) Given the product [CH2:34]([C:6]1[C:5]([OH:36])=[C:4]([C:1](=[O:3])[CH3:2])[CH:33]=[CH:32][C:7]=1[O:8][CH2:9][C:10]1[CH:15]=[CH:14][C:13]([CH:16]([O:25][CH:26]2[CH2:31][CH2:30][CH2:29][CH2:28][O:27]2)[C:17]2[CH:24]=[CH:23][CH:22]=[C:19]([C:20]3[N:37]=[N:38][NH:39][N:21]=3)[CH:18]=2)=[CH:12][CH:11]=1)[CH3:35], predict the reactants needed to synthesize it. The reactants are: [C:1]([C:4]1[CH:33]=[CH:32][C:7]([O:8][CH2:9][C:10]2[CH:15]=[CH:14][C:13]([CH:16]([O:25][CH:26]3[CH2:31][CH2:30][CH2:29][CH2:28][O:27]3)[C:17]3[CH:18]=[C:19]([CH:22]=[CH:23][CH:24]=3)[C:20]#[N:21])=[CH:12][CH:11]=2)=[C:6]([CH2:34][CH3:35])[C:5]=1[OH:36])(=[O:3])[CH3:2].[N-:37]=[N+:38]=[N-:39].[Na+].Cl.C(N(CC)CC)C. (3) Given the product [F:12][CH:10]([Si:14]([CH2:19][CH3:20])([CH2:17][CH3:18])[CH2:15][CH3:16])[F:11], predict the reactants needed to synthesize it. The reactants are: C1(S([CH:10]([F:12])[F:11])(=O)=O)C=CC=CC=1.Cl[Si:14]([CH2:19][CH3:20])([CH2:17][CH3:18])[CH2:15][CH3:16].